This data is from Forward reaction prediction with 1.9M reactions from USPTO patents (1976-2016). The task is: Predict the product of the given reaction. (1) Given the reactants Cl[C:2]1[C:11]2[CH:12]=[CH:13][N:14]=[CH:15][C:10]=2[C:9]2[CH:8]=[CH:7][N:6]=[CH:5][C:4]=2[N:3]=1.[Cl:16][C:17]1[CH:18]=[C:19]([CH:21]=[CH:22][CH:23]=1)[NH2:20].O, predict the reaction product. The product is: [Cl:16][C:17]1[CH:18]=[C:19]([NH:20][C:2]2[C:11]3[CH:12]=[CH:13][N:14]=[CH:15][C:10]=3[C:9]3[CH:8]=[CH:7][N:6]=[CH:5][C:4]=3[N:3]=2)[CH:21]=[CH:22][CH:23]=1. (2) Given the reactants CC1(C)C(C)(C)OB([C:9]2[CH:10]=[CH:11][C:12]3[O:16][C:15]([CH:17]4[CH2:22][CH2:21][N:20]([C:23]([O:25][C:26]([CH3:29])([CH3:28])[CH3:27])=[O:24])[CH2:19][CH2:18]4)=[N:14][C:13]=3[CH:30]=2)O1.Br[C:33]1[CH:38]=[CH:37][C:36]([N:39]2[CH:43]=[N:42][N:41]=[N:40]2)=[C:35]([F:44])[CH:34]=1, predict the reaction product. The product is: [F:44][C:35]1[CH:34]=[C:33]([C:9]2[CH:10]=[CH:11][C:12]3[O:16][C:15]([CH:17]4[CH2:18][CH2:19][N:20]([C:23]([O:25][C:26]([CH3:29])([CH3:27])[CH3:28])=[O:24])[CH2:21][CH2:22]4)=[N:14][C:13]=3[CH:30]=2)[CH:38]=[CH:37][C:36]=1[N:39]1[CH:43]=[N:42][N:41]=[N:40]1. (3) The product is: [C:21]([C@@H:20]([NH:19][C:10]([C:7]1[CH:6]=[C:5]([O:13][CH2:14][C:15]([F:18])([F:17])[F:16])[C:4]([CH:1]2[CH2:2][CH2:3]2)=[CH:9][N:8]=1)=[O:12])[CH2:24][CH:25]([CH3:27])[CH3:26])(=[O:22])[NH2:23]. Given the reactants [CH:1]1([C:4]2[C:5]([O:13][CH2:14][C:15]([F:18])([F:17])[F:16])=[CH:6][C:7]([C:10]([OH:12])=O)=[N:8][CH:9]=2)[CH2:3][CH2:2]1.[NH2:19][C@@H:20]([CH2:24][CH:25]([CH3:27])[CH3:26])[C:21]([NH2:23])=[O:22], predict the reaction product. (4) Given the reactants [CH2:1]([P:5]([OH:7])[OH:6])[CH2:2][CH2:3][CH3:4].[OH-].[Na+].C([O-])(=O)C.[Al+3:14].C([O-])(=O)C.C([O-])(=O)C, predict the reaction product. The product is: [Al+3:14].[CH2:1]([P:5]([O-:7])[O-:6])[CH2:2][CH2:3][CH3:4].[CH2:1]([P:5]([O-:7])[O-:6])[CH2:2][CH2:3][CH3:4].[CH2:1]([P:5]([O-:7])[O-:6])[CH2:2][CH2:3][CH3:4].[Al+3:14]. (5) Given the reactants [CH3:1][O:2][C:3](=[O:24])[C:4]1[CH:9]=[CH:8][C:7]([OH:10])=[CH:6][C:5]=1[NH:11][C:12](=[O:23])[C:13]1[CH:18]=[CH:17][C:16]([C:19]([CH3:22])([CH3:21])[CH3:20])=[CH:15][CH:14]=1.O[CH2:26][CH2:27][CH2:28][O:29][N:30]=[CH:31][C:32]1[C:40]2[C:35](=[CH:36][CH:37]=[CH:38][CH:39]=2)[N:34]([CH2:41][C:42]2[CH:47]=[CH:46][CH:45]=[CH:44][CH:43]=2)[CH:33]=1.C1(P(C2C=CC=CC=2)C2C=CC=CC=2)C=CC=CC=1.N(C(OC(C)C)=O)=NC(OC(C)C)=O, predict the reaction product. The product is: [CH3:1][O:2][C:3](=[O:24])[C:4]1[CH:9]=[CH:8][C:7]([O:10][CH2:26][CH2:27][CH2:28][O:29]/[N:30]=[CH:31]/[C:32]2[C:40]3[C:35](=[CH:36][CH:37]=[CH:38][CH:39]=3)[N:34]([CH2:41][C:42]3[CH:47]=[CH:46][CH:45]=[CH:44][CH:43]=3)[CH:33]=2)=[CH:6][C:5]=1[NH:11][C:12](=[O:23])[C:13]1[CH:14]=[CH:15][C:16]([C:19]([CH3:20])([CH3:21])[CH3:22])=[CH:17][CH:18]=1. (6) Given the reactants [Cl-].Cl[C:3](Cl)=[N+:4]([CH3:6])[CH3:5].[CH2:8]([N:13]1[C:21]2[N:20]=[CH:19][NH:18][C:17]=2[C:16](=[O:22])[NH:15]/[C:14]/1=[N:23]/[NH2:24])[CH2:9][CH2:10][CH2:11][CH3:12].[OH-].[Na+], predict the reaction product. The product is: [CH3:5][N:4]([CH3:6])[C:3]1[N:15]2[C:16](=[O:22])[C:17]3[NH:18][CH:19]=[N:20][C:21]=3[N:13]([CH2:8][CH2:9][CH2:10][CH2:11][CH3:12])[C:14]2=[N:23][N:24]=1. (7) Given the reactants [Cl:1][C:2]1[CH:11]=[N:10][C:9]2[C:4](=[CH:5][CH:6]=[C:7]([O:12][CH3:13])[CH:8]=2)[N:3]=1.[NH2:14][C:15]1[CH:20]=[CH:19][CH:18]=[CH:17][CH:16]=1, predict the reaction product. The product is: [ClH:1].[NH:14]([C:2]1[CH:11]=[N:10][C:9]2[C:4](=[CH:5][CH:6]=[C:7]([O:12][CH3:13])[CH:8]=2)[N:3]=1)[C:15]1[CH:20]=[CH:19][CH:18]=[CH:17][CH:16]=1.